Dataset: Catalyst prediction with 721,799 reactions and 888 catalyst types from USPTO. Task: Predict which catalyst facilitates the given reaction. Reactant: [NH:1]1[C:9]2[C:4](=[CH:5][CH:6]=[C:7]([NH:10][C:11](=[O:17])[O:12][C:13]([CH3:16])([CH3:15])[CH3:14])[CH:8]=2)[CH:3]=[CH:2]1.C(=O)([O-])[O-].[K+].[K+].[I:24]I.C(OC)(C)(C)C. Product: [I:24][C:3]1[C:4]2[C:9](=[CH:8][C:7]([NH:10][C:11](=[O:17])[O:12][C:13]([CH3:14])([CH3:16])[CH3:15])=[CH:6][CH:5]=2)[NH:1][CH:2]=1. The catalyst class is: 391.